Task: Regression. Given two drug SMILES strings and cell line genomic features, predict the synergy score measuring deviation from expected non-interaction effect.. Dataset: NCI-60 drug combinations with 297,098 pairs across 59 cell lines (1) Drug 2: CCC1(CC2CC(C3=C(CCN(C2)C1)C4=CC=CC=C4N3)(C5=C(C=C6C(=C5)C78CCN9C7C(C=CC9)(C(C(C8N6C)(C(=O)OC)O)OC(=O)C)CC)OC)C(=O)OC)O.OS(=O)(=O)O. Drug 1: CC1=C(C(=CC=C1)Cl)NC(=O)C2=CN=C(S2)NC3=CC(=NC(=N3)C)N4CCN(CC4)CCO. Cell line: T-47D. Synergy scores: CSS=-3.13, Synergy_ZIP=1.76, Synergy_Bliss=-0.667, Synergy_Loewe=-3.69, Synergy_HSA=-4.72. (2) Drug 1: C1CCN(CC1)CCOC2=CC=C(C=C2)C(=O)C3=C(SC4=C3C=CC(=C4)O)C5=CC=C(C=C5)O. Drug 2: C1CCC(C1)C(CC#N)N2C=C(C=N2)C3=C4C=CNC4=NC=N3. Cell line: MCF7. Synergy scores: CSS=5.28, Synergy_ZIP=-4.45, Synergy_Bliss=-2.37, Synergy_Loewe=-2.99, Synergy_HSA=-2.17.